This data is from Experimentally validated miRNA-target interactions with 360,000+ pairs, plus equal number of negative samples. The task is: Binary Classification. Given a miRNA mature sequence and a target amino acid sequence, predict their likelihood of interaction. The miRNA is hsa-miR-374b-5p with sequence AUAUAAUACAACCUGCUAAGUG. The protein sequence of the target gene is MALNVAPVRDTKWLTLEVCRQFQRGTCSRSDEECKFAHPPKSCQVENGRVIACFDSLKGRCSRENCKYLHPPTHLKTQLEINGRNNLIQQKTAAAMLAQQMQFMFPGTPLHPVPTFPVGPAIGTNTAISFAPYLAPVTPGVGLVPTEILPTTPVIVPGSPPVTVPGSTATQKLLRTDKLEVCREFQRGNCARGETDCRFAHPADSTMIDTSDNTVTVCMDYIKGRCMREKCKYFHPPAHLQAKIKAAQHQANQAAVAAQAAAAAATVMAFPPGALHPLPKRQALEKSNGTSAVFNPSVLH.... Result: 1 (interaction).